From a dataset of Merck oncology drug combination screen with 23,052 pairs across 39 cell lines. Regression. Given two drug SMILES strings and cell line genomic features, predict the synergy score measuring deviation from expected non-interaction effect. (1) Drug 1: COC12C(COC(N)=O)C3=C(C(=O)C(C)=C(N)C3=O)N1CC1NC12. Drug 2: CCN(CC)CCNC(=O)c1c(C)[nH]c(C=C2C(=O)Nc3ccc(F)cc32)c1C. Cell line: RPMI7951. Synergy scores: synergy=-5.64. (2) Drug 1: NC(=O)c1cccc2cn(-c3ccc(C4CCCNC4)cc3)nc12. Drug 2: CC(C)CC(NC(=O)C(Cc1ccccc1)NC(=O)c1cnccn1)B(O)O. Cell line: SW620. Synergy scores: synergy=0.819. (3) Drug 1: COc1cccc2c1C(=O)c1c(O)c3c(c(O)c1C2=O)CC(O)(C(=O)CO)CC3OC1CC(N)C(O)C(C)O1. Drug 2: COC1=C2CC(C)CC(OC)C(O)C(C)C=C(C)C(OC(N)=O)C(OC)C=CC=C(C)C(=O)NC(=CC1=O)C2=O. Cell line: NCIH520. Synergy scores: synergy=-13.9. (4) Drug 1: CN1C(=O)C=CC2(C)C3CCC4(C)C(NC(=O)OCC(F)(F)F)CCC4C3CCC12. Drug 2: O=C(CCCCCCC(=O)Nc1ccccc1)NO. Cell line: OV90. Synergy scores: synergy=-5.72. (5) Drug 1: COc1cccc2c1C(=O)c1c(O)c3c(c(O)c1C2=O)CC(O)(C(=O)CO)CC3OC1CC(N)C(O)C(C)O1. Drug 2: Cn1nnc2c(C(N)=O)ncn2c1=O. Cell line: SKMEL30. Synergy scores: synergy=10.5. (6) Drug 1: Cn1nnc2c(C(N)=O)ncn2c1=O. Drug 2: CCC1(O)C(=O)OCc2c1cc1n(c2=O)Cc2cc3c(CN(C)C)c(O)ccc3nc2-1. Cell line: A375. Synergy scores: synergy=6.19. (7) Drug 1: CN1C(=O)C=CC2(C)C3CCC4(C)C(NC(=O)OCC(F)(F)F)CCC4C3CCC12. Drug 2: CCC1=CC2CN(C1)Cc1c([nH]c3ccccc13)C(C(=O)OC)(c1cc3c(cc1OC)N(C)C1C(O)(C(=O)OC)C(OC(C)=O)C4(CC)C=CCN5CCC31C54)C2. Cell line: NCIH2122. Synergy scores: synergy=-19.5. (8) Drug 1: N.N.O=C(O)C1(C(=O)O)CCC1.[Pt]. Drug 2: NC(=O)c1cccc2cn(-c3ccc(C4CCCNC4)cc3)nc12. Cell line: SKMEL30. Synergy scores: synergy=1.48. (9) Drug 1: COc1cc(C2c3cc4c(cc3C(OC3OC5COC(C)OC5C(O)C3O)C3COC(=O)C23)OCO4)cc(OC)c1O. Drug 2: O=C(CCCCCCC(=O)Nc1ccccc1)NO. Cell line: UWB1289BRCA1. Synergy scores: synergy=20.6.